From a dataset of Reaction yield outcomes from USPTO patents with 853,638 reactions. Predict the reaction yield, written as a fraction of the theoretical maximum amount of product (1.0 means a 100% yield; for example, 0.34 means a 34% yield). (1) The reactants are [CH3:1][O:2][C:3]1[CH:4]=[CH:5][CH:6]=[C:7]2[C:12]=1[N:11]=[C:10]([Cl:13])[CH:9]=[CH:8]2.[Br:14]Br.[O-]S([O-])(=S)=O.[Na+].[Na+].CCOC(C)=O. The catalyst is CO. The product is [Br:14][C:6]1[CH:5]=[CH:4][C:3]([O:2][CH3:1])=[C:12]2[C:7]=1[CH:8]=[CH:9][C:10]([Cl:13])=[N:11]2. The yield is 0.490. (2) The reactants are [C:1]([O:5][C:6]([N:8]1[CH:13]([CH3:14])[CH2:12][N:11]2[N:15]=[C:16]([I:21])[C:17]([C:18](O)=[O:19])=[C:10]2[CH2:9]1)=[O:7])([CH3:4])([CH3:3])[CH3:2].[NH4+].[Cl-].C[N:25](C(ON1N=NC2C=CC=NC1=2)=[N+](C)C)C.F[P-](F)(F)(F)(F)F.CCN(C(C)C)C(C)C. The catalyst is CN(C=O)C.C(OCC)(=O)C. The product is [C:18]([C:17]1[C:16]([I:21])=[N:15][N:11]2[CH2:12][CH:13]([CH3:14])[N:8]([C:6]([O:5][C:1]([CH3:4])([CH3:3])[CH3:2])=[O:7])[CH2:9][C:10]=12)(=[O:19])[NH2:25]. The yield is 0.590. (3) The reactants are [CH2:1]([O:3][C:4](=[O:13])[C:5]1[CH:10]=[CH:9][C:8]([OH:11])=[CH:7][C:6]=1[F:12])[CH3:2].C(C1C=C(C)C=C(C(C)(C)C)N=1)(C)(C)C.[F:29][C:30]([F:43])([F:42])[S:31](O[S:31]([C:30]([F:43])([F:42])[F:29])(=[O:33])=[O:32])(=[O:33])=[O:32].C(OCC)(=O)C. The catalyst is ClCCl.CCCCCC. The product is [CH2:1]([O:3][C:4](=[O:13])[C:5]1[CH:10]=[CH:9][C:8]([O:11][S:31]([C:30]([F:43])([F:42])[F:29])(=[O:33])=[O:32])=[CH:7][C:6]=1[F:12])[CH3:2]. The yield is 0.850. (4) The reactants are [H-].[Na+].[CH3:3][C:4]1[NH:5][CH:6]=[CH:7][N:8]=1.Br[CH2:10][CH:11]1[CH2:16][CH2:15][N:14]([C:17]([O:19][C:20]([CH3:23])([CH3:22])[CH3:21])=[O:18])[CH2:13][CH2:12]1. The catalyst is CN(C=O)C. The product is [CH3:3][C:4]1[N:5]([CH2:10][CH:11]2[CH2:16][CH2:15][N:14]([C:17]([O:19][C:20]([CH3:21])([CH3:23])[CH3:22])=[O:18])[CH2:13][CH2:12]2)[CH:6]=[CH:7][N:8]=1. The yield is 0.0700. (5) The reactants are [F:1][C:2]1[C:3](F)=[C:4]2[O:9][CH2:8][C@H:7]([CH3:10])[N:6]3[CH:11]=[C:12]([C:17]([OH:19])=[O:18])[C:13](=[O:16])[C:14]([CH:15]=1)=[C:5]23.[CH3:21][N:22]1[CH2:27][CH2:26][NH:25][CH2:24][CH2:23]1.C(O)(C)C. The catalyst is CS(C)=O. The product is [CH3:10][C@@H:7]1[N:6]2[C:5]3[C:14]([C:13]([C:12]([C:17]([OH:19])=[O:18])=[CH:11]2)=[O:16])=[CH:15][C:2]([F:1])=[C:3]([N:25]2[CH2:26][CH2:27][N:22]([CH3:21])[CH2:23][CH2:24]2)[C:4]=3[O:9][CH2:8]1. The yield is 0.913.